Dataset: Forward reaction prediction with 1.9M reactions from USPTO patents (1976-2016). Task: Predict the product of the given reaction. Given the reactants Cl[C:2]1[CH:7]=[CH:6][C:5]([N+:8]([O-:10])=[O:9])=[CH:4][N:3]=1.[NH:11]1[CH:15]=[CH:14][N:13]=[CH:12]1.C(=O)([O-])[O-].[K+].[K+], predict the reaction product. The product is: [N:11]1([C:2]2[CH:7]=[CH:6][C:5]([N+:8]([O-:10])=[O:9])=[CH:4][N:3]=2)[CH:15]=[CH:14][N:13]=[CH:12]1.